From a dataset of Reaction yield outcomes from USPTO patents with 853,638 reactions. Predict the reaction yield, written as a fraction of the theoretical maximum amount of product (1.0 means a 100% yield; for example, 0.34 means a 34% yield). (1) The reactants are [Si:1]([O:8]S(C(F)(F)F)(=O)=O)([C:4]([CH3:7])([CH3:6])[CH3:5])([CH3:3])[CH3:2].O[C@@H:17]1[N:23]([C:24]([O:26][CH2:27][C:28]2[CH:33]=[CH:32][C:31]([NH:34][NH:35][CH:36]([CH3:52])[C:37]([NH:39][CH:40]([CH:49]([CH3:51])[CH3:50])[C:41](=[O:48])[C:42]([O:44][CH2:45][CH:46]=[CH2:47])=[O:43])=[O:38])=[CH:30][CH:29]=2)=[O:25])[C:22]2[CH:53]=[C:54]([O:59][Si:60]([CH:67]([CH3:69])[CH3:68])([CH:64]([CH3:66])[CH3:65])[CH:61]([CH3:63])[CH3:62])[C:55]([O:57][CH3:58])=[CH:56][C:21]=2[C:20](=[O:70])[N:19]2[CH:71]=[C:72]([CH3:74])[CH2:73][C@@H:18]12.N1C(C)=CC=CC=1C. The yield is 0.650. The catalyst is ClCCl. The product is [Si:1]([O:8][C@@H:17]1[N:23]([C:24]([O:26][CH2:27][C:28]2[CH:29]=[CH:30][C:31]([NH:34][NH:35][CH:36]([CH3:52])[C:37]([NH:39][CH:40]([CH:49]([CH3:51])[CH3:50])[C:41](=[O:48])[C:42]([O:44][CH2:45][CH:46]=[CH2:47])=[O:43])=[O:38])=[CH:32][CH:33]=2)=[O:25])[C:22]2[CH:53]=[C:54]([O:59][Si:60]([CH:64]([CH3:66])[CH3:65])([CH:67]([CH3:68])[CH3:69])[CH:61]([CH3:62])[CH3:63])[C:55]([O:57][CH3:58])=[CH:56][C:21]=2[C:20](=[O:70])[N:19]2[CH:71]=[C:72]([CH3:74])[CH2:73][C@@H:18]12)([C:4]([CH3:7])([CH3:6])[CH3:5])([CH3:3])[CH3:2]. (2) The reactants are Br[C:2]1[CH:3]=[CH:4][C:5]2[N:9]=[C:8]([C:10]3[CH:15]=[CH:14][CH:13]=[CH:12][CH:11]=3)[NH:7][C:6]=2[CH:16]=1.[CH3:17][C:18]1([CH3:34])[C:22]([CH3:24])([CH3:23])[O:21][B:20]([B:20]2[O:21][C:22]([CH3:24])([CH3:23])[C:18]([CH3:34])([CH3:17])[O:19]2)[O:19]1.C([O-])(=O)C.[K+]. The catalyst is O1CCOCC1. The product is [C:10]1([C:8]2[NH:7][C:6]3[CH:16]=[C:2]([B:20]4[O:21][C:22]([CH3:24])([CH3:23])[C:18]([CH3:34])([CH3:17])[O:19]4)[CH:3]=[CH:4][C:5]=3[N:9]=2)[CH:15]=[CH:14][CH:13]=[CH:12][CH:11]=1. The yield is 0.130. (3) The reactants are [CH3:1][C:2]1[CH:10]=[C:9]2[C:5]([C:6]([C:11]([OH:13])=O)=[CH:7][NH:8]2)=[CH:4][CH:3]=1.[CH2:26]1[CH2:27][CH2:28][CH:23]([N:22]=C=[N:22][CH:23]2[CH2:28][CH2:27][CH2:26][CH2:25][CH2:24]2)[CH2:24][CH2:25]1.[CH3:29][N:30]([CH:32]=[O:33])C. No catalyst specified. The product is [CH3:24][C:25]1[C:26]([O:33][C:32]2[N:30]=[CH:29][C:7]([NH:8][C:11]([C:6]3[C:5]4[C:9](=[CH:10][C:2]([CH3:1])=[CH:3][CH:4]=4)[NH:8][CH:7]=3)=[O:13])=[CH:6][CH:5]=2)=[CH:27][CH:28]=[CH:23][N:22]=1. The yield is 0.450.